Task: Regression. Given a peptide amino acid sequence and an MHC pseudo amino acid sequence, predict their binding affinity value. This is MHC class II binding data.. Dataset: Peptide-MHC class II binding affinity with 134,281 pairs from IEDB (1) The peptide sequence is ADCGAGFFDPLTRGV. The MHC is DRB1_1501 with pseudo-sequence DRB1_1501. The binding affinity (normalized) is 0. (2) The peptide sequence is IEDVQTDIPSEPWNT. The MHC is HLA-DQA10601-DQB10402 with pseudo-sequence HLA-DQA10601-DQB10402. The binding affinity (normalized) is 0. (3) The binding affinity (normalized) is 0.239. The peptide sequence is VTKDTNDNNLYKLHG. The MHC is DRB1_1101 with pseudo-sequence DRB1_1101. (4) The MHC is DRB1_0101 with pseudo-sequence DRB1_0101. The binding affinity (normalized) is 0.0832. The peptide sequence is IVVGRGEQQINHHWHK. (5) The peptide sequence is RLKGESRKTFVELMR. The MHC is DRB1_0401 with pseudo-sequence DRB1_0401. The binding affinity (normalized) is 0.718. (6) The peptide sequence is YDKFLAFVSTVLTGK. The MHC is DRB1_1302 with pseudo-sequence DRB1_1302. The binding affinity (normalized) is 0.569.